This data is from Reaction yield outcomes from USPTO patents with 853,638 reactions. The task is: Predict the reaction yield, written as a fraction of the theoretical maximum amount of product (1.0 means a 100% yield; for example, 0.34 means a 34% yield). (1) The reactants are [Cl:1][C:2]1[C:7]([C:8]2[C:9](=[O:31])[N:10]([CH2:29][CH3:30])[C:11]3[C:16]([CH:17]=2)=[CH:15][N:14]=[C:13]([N:18](CC2C=CC(OC)=CC=2)[CH3:19])[CH:12]=3)=[CH:6][C:5]([NH:32][C:33]([NH:35][C:36]2[CH:41]=[CH:40][CH:39]=[C:38]([CH2:42][N:43]3[CH2:48][CH2:47][N:46]([CH3:49])[CH2:45][CH2:44]3)[CH:37]=2)=[O:34])=[C:4]([F:50])[CH:3]=1.C1(OC)C=CC=CC=1. The catalyst is C(O)(C(F)(F)F)=O. The product is [Cl:1][C:2]1[C:7]([C:8]2[C:9](=[O:31])[N:10]([CH2:29][CH3:30])[C:11]3[C:16]([CH:17]=2)=[CH:15][N:14]=[C:13]([NH:18][CH3:19])[CH:12]=3)=[CH:6][C:5]([NH:32][C:33]([NH:35][C:36]2[CH:41]=[CH:40][CH:39]=[C:38]([CH2:42][N:43]3[CH2:44][CH2:45][N:46]([CH3:49])[CH2:47][CH2:48]3)[CH:37]=2)=[O:34])=[C:4]([F:50])[CH:3]=1. The yield is 0.760. (2) The reactants are [Cl:1][C:2]1[C:10]2[C:5](=[CH:6][C:7]([S:11]([N:14]3[CH2:19][C:18](=[O:20])[N:17]([CH2:21][CH:22]4[CH2:27][CH2:26][N:25]([C:28]5[CH:33]=[CH:32][C:31](=[O:34])[N:30]([CH3:35])[N:29]=5)[CH2:24][CH2:23]4)[CH:16]([C:36](O)=[O:37])[CH2:15]3)(=[O:13])=[O:12])=[CH:8][CH:9]=2)[NH:4][CH:3]=1.[CH2:39]([N:41](CC)CC)[CH3:40].Cl.C(N)C.F[P-](F)(F)(F)(F)F.N1C2C=CC=C(O[P+](N3CCCC3)(N3CCCC3)N3CCCC3)C=2N=N1.F[P-](F)(F)(F)(F)F.N1(O[P+](N2CCCC2)(N2CCCC2)N2CCCC2)C2C=CC=CC=2N=N1. The catalyst is CN(C)C=O.C(OCC)(=O)C. The product is [CH2:39]([NH:41][C:36]([CH:16]1[CH2:15][N:14]([S:11]([C:7]2[CH:6]=[C:5]3[C:10]([C:2]([Cl:1])=[CH:3][NH:4]3)=[CH:9][CH:8]=2)(=[O:12])=[O:13])[CH2:19][C:18](=[O:20])[N:17]1[CH2:21][CH:22]1[CH2:27][CH2:26][N:25]([C:28]2[CH:33]=[CH:32][C:31](=[O:34])[N:30]([CH3:35])[N:29]=2)[CH2:24][CH2:23]1)=[O:37])[CH3:40]. The yield is 0.450. (3) The reactants are [C:1]([C:5]1[O:9][N:8]=[C:7]([NH:10][C:11]([NH:13][C:14]2[CH:19]=[CH:18][CH:17]=[C:16]([O:20][C:21]3[C:30]4[C:25](=[CH:26][C:27]([OH:33])=[C:28]([O:31][CH3:32])[CH:29]=4)[N:24]=[CH:23][N:22]=3)[CH:15]=2)=[O:12])[CH:6]=1)([CH3:4])([CH3:3])[CH3:2].O[C@H:35]1[CH2:39][CH2:38][N:37]([C:40]([O:42][C:43]([CH3:46])([CH3:45])[CH3:44])=[O:41])[CH2:36]1.C1C=CC(P(C2C=CC=CC=2)C2C=CC=CC=2)=CC=1.N(C(OC(C)(C)C)=O)=NC(OC(C)(C)C)=O. The catalyst is C1COCC1. The product is [C:1]([C:5]1[O:9][N:8]=[C:7]([NH:10][C:11](=[O:12])[NH:13][C:14]2[CH:15]=[C:16]([CH:17]=[CH:18][CH:19]=2)[O:20][C:21]2[C:30]3[C:25](=[CH:26][C:27]([O:33][C@H:39]4[CH2:35][CH2:36][N:37]([C:40]([O:42][C:43]([CH3:46])([CH3:45])[CH3:44])=[O:41])[CH2:38]4)=[C:28]([O:31][CH3:32])[CH:29]=3)[N:24]=[CH:23][N:22]=2)[CH:6]=1)([CH3:4])([CH3:2])[CH3:3]. The yield is 0.980. (4) The reactants are [OH:1][CH:2]([C:8]1[CH:17]=[CH:16][CH:15]=[C:14]2[C:9]=1[CH:10]=[CH:11][CH:12]=[N:13]2)[C:3]([O:5][CH2:6][CH3:7])=[O:4].I[CH3:19].[H-].[Na+]. The catalyst is C1COCC1. The product is [CH3:19][O:1][CH:2]([C:8]1[CH:17]=[CH:16][CH:15]=[C:14]2[C:9]=1[CH:10]=[CH:11][CH:12]=[N:13]2)[C:3]([O:5][CH2:6][CH3:7])=[O:4]. The yield is 0.570. (5) The reactants are [O:1]=[C:2]1[CH2:10][C:9]2[C:4](=[CH:5][CH:6]=[C:7]([NH:11][C:12]([CH2:14][O:15]C(=O)C)=[O:13])[CH:8]=2)[NH:3]1.[OH-].[Na+].Cl. The catalyst is CO. The product is [OH:15][CH2:14][C:12]([NH:11][C:7]1[CH:8]=[C:9]2[C:4](=[CH:5][CH:6]=1)[NH:3][C:2](=[O:1])[CH2:10]2)=[O:13]. The yield is 0.195. (6) The reactants are [CH3:1][O:2][C:3]1[CH:8]=[CH:7][C:6]([C:9]2[N:10]=[C:11]([CH:21]3[CH2:30][CH2:29][C:24]4([O:28][CH2:27][CH2:26][O:25]4)[CH2:23][CH2:22]3)[S:12][C:13]=2[C:14]2[CH:19]=[CH:18][C:17]([CH3:20])=[CH:16][CH:15]=2)=[CH:5][CH:4]=1.C1(C2[O:39]N2S(C2C=CC=CC=2)(=O)=O)C=CC=CC=1.O. The catalyst is O1CCCC1.C([Li])CCC.CCCCCC. The product is [CH3:1][O:2][C:3]1[CH:8]=[CH:7][C:6]([C:9]2[N:10]=[C:11]([C:21]3([OH:39])[CH2:30][CH2:29][C:24]4([O:28][CH2:27][CH2:26][O:25]4)[CH2:23][CH2:22]3)[S:12][C:13]=2[C:14]2[CH:19]=[CH:18][C:17]([CH3:20])=[CH:16][CH:15]=2)=[CH:5][CH:4]=1. The yield is 0.550.